From a dataset of Full USPTO retrosynthesis dataset with 1.9M reactions from patents (1976-2016). Predict the reactants needed to synthesize the given product. (1) The reactants are: [CH3:1][N:2]1[C:10]2[N:9]=[C:8]([N:11]3[CH2:16][CH2:15][CH2:14][C@@H:13]([NH:17][C:18]([O:20][C:21]([CH3:24])([CH3:23])[CH3:22])=[O:19])[CH2:12]3)[N:7]([CH2:25][C:26]#[C:27][CH3:28])[C:6]=2[C:5](=[O:29])[NH:4][C:3]1=[O:30].C(=O)([O-])[O-].[K+].[K+].Cl[CH2:38][C:39]1[N:48]=[C:47]([CH3:49])[C:46]2[C:41](=[CH:42][CH:43]=[CH:44][CH:45]=2)[N:40]=1.C1CCCCC1. Given the product [CH3:49][C:47]1[C:46]2[C:41](=[CH:42][CH:43]=[CH:44][CH:45]=2)[N:40]=[C:39]([CH2:38][N:4]2[C:5](=[O:29])[C:6]3[N:7]([CH2:25][C:26]#[C:27][CH3:28])[C:8]([N:11]4[CH2:16][CH2:15][CH2:14][C@@H:13]([NH:17][C:18]([O:20][C:21]([CH3:24])([CH3:22])[CH3:23])=[O:19])[CH2:12]4)=[N:9][C:10]=3[N:2]([CH3:1])[C:3]2=[O:30])[N:48]=1, predict the reactants needed to synthesize it. (2) Given the product [Cl:1][C:2]1[N:3]=[C:4]([N:13]2[CH2:18][CH2:17][O:16][CH2:15][CH2:14]2)[C:5]2[S:10][C:9]([CH3:11])=[N:8][C:6]=2[N:7]=1, predict the reactants needed to synthesize it. The reactants are: [Cl:1][C:2]1[N:3]=[C:4](Cl)[C:5]2[S:10][C:9]([CH3:11])=[N:8][C:6]=2[N:7]=1.[NH:13]1[CH2:18][CH2:17][O:16][CH2:15][CH2:14]1. (3) Given the product [OH:13][CH2:12][CH2:11][CH2:10][O:14][CH2:3][C:4]([O:6][CH2:7][CH3:8])=[O:5], predict the reactants needed to synthesize it. The reactants are: [N+](=[CH:3][C:4]([O:6][CH2:7][CH3:8])=[O:5])=[N-].O.[CH2:10]([OH:14])[CH2:11][CH2:12][OH:13]. (4) Given the product [Cl:1][C:2]1[CH:3]=[CH:4][C:5]([NH:8][C:9]([C:11]2[CH:16]=[C:15]([Cl:17])[CH:14]=[CH:13][C:12]=2[NH:18][C:19]([C:21]2[CH:26]=[CH:25][C:24]([S:27]([CH2:33][CH2:34][Br:56])(=[N:29][C:30](=[O:32])[CH3:31])=[O:28])=[CH:23][CH:22]=2)=[O:20])=[O:10])=[N:6][CH:7]=1, predict the reactants needed to synthesize it. The reactants are: [Cl:1][C:2]1[CH:3]=[CH:4][C:5]([NH:8][C:9]([C:11]2[CH:16]=[C:15]([Cl:17])[CH:14]=[CH:13][C:12]=2[NH:18][C:19]([C:21]2[CH:26]=[CH:25][C:24]([S:27]([CH2:33][CH2:34]O)(=[N:29][C:30](=[O:32])[CH3:31])=[O:28])=[CH:23][CH:22]=2)=[O:20])=[O:10])=[N:6][CH:7]=1.C1(P(C2C=CC=CC=2)C2C=CC=CC=2)C=CC=CC=1.C(Br)(Br)(Br)[Br:56]. (5) Given the product [N+:19]([C:10]1[CH:11]=[N:12][C:13]2[C:18]([C:9]=1[NH:1][CH2:2][CH2:3][O:4][CH2:5][CH2:6][OH:7])=[CH:17][CH:16]=[CH:15][CH:14]=2)([O-:21])=[O:20], predict the reactants needed to synthesize it. The reactants are: [NH2:1][CH2:2][CH2:3][O:4][CH2:5][CH2:6][OH:7].Cl[C:9]1[C:18]2[C:13](=[CH:14][CH:15]=[CH:16][CH:17]=2)[N:12]=[CH:11][C:10]=1[N+:19]([O-:21])=[O:20].C(=O)([O-])[O-].[K+].[K+].C(N(CC)CC)C. (6) Given the product [F:31][C:32]1([F:38])[CH2:37][CH2:36][N:35]([C:21]([NH:20][C:17]2[CH:16]=[CH:15][C:14]([C:11]3[S:10][C:9]([CH2:8][CH2:7][C:2]([CH3:29])([CH3:1])[C:3]([O:5][CH3:6])=[O:4])=[N:13][CH:12]=3)=[CH:19][CH:18]=2)=[O:22])[CH2:34][CH2:33]1, predict the reactants needed to synthesize it. The reactants are: [CH3:1][C:2]([CH3:29])([CH2:7][CH2:8][C:9]1[S:10][C:11]([C:14]2[CH:19]=[CH:18][C:17]([NH:20][C:21](N3CCCCC3)=[O:22])=[CH:16][CH:15]=2)=[CH:12][N:13]=1)[C:3]([O:5][CH3:6])=[O:4].Cl.[F:31][C:32]1([F:38])[CH2:37][CH2:36][NH:35][CH2:34][CH2:33]1. (7) Given the product [O:2]=[C:3]([CH3:16])[CH2:4][N:5]1[C:6](=[O:15])[C:7]2[C:12](=[CH:11][CH:10]=[CH:9][CH:8]=2)[C:13]1=[O:14], predict the reactants needed to synthesize it. The reactants are: C[O:2][C:3](OC)([CH3:16])[CH2:4][N:5]1[C:13](=[O:14])[C:12]2[C:7](=[CH:8][CH:9]=[CH:10][CH:11]=2)[C:6]1=[O:15].C(O)(C(F)(F)F)=O.C(Cl)(Cl)Cl.O.